Dataset: Catalyst prediction with 721,799 reactions and 888 catalyst types from USPTO. Task: Predict which catalyst facilitates the given reaction. (1) Reactant: Cl[C:2]1C=CC(C2C=C3C(C(C4C(F)=C(NS(CCC)(=O)=O)C=CC=4F)=O)=CNC3=NC=2)=CC=1.[OH-].[K+].[C:36]([O:40][C:41]([NH:43][CH:44]([CH:50]([CH3:52])[CH3:51])[C:45]([O:47]CCl)=[O:46])=[O:42])([CH3:39])([CH3:38])[CH3:37]. Product: [C+4:2].[C:36]([O:40][C:41]([NH:43][CH:44]([CH:50]([CH3:52])[CH3:51])[C:45]([O-:47])=[O:46])=[O:42])([CH3:39])([CH3:38])[CH3:37].[C:36]([O:40][C:41]([NH:43][CH:44]([CH:50]([CH3:52])[CH3:51])[C:45]([O-:47])=[O:46])=[O:42])([CH3:39])([CH3:38])[CH3:37].[C:36]([O:40][C:41]([NH:43][CH:44]([CH:50]([CH3:52])[CH3:51])[C:45]([O-:47])=[O:46])=[O:42])([CH3:39])([CH3:38])[CH3:37].[C:36]([O:40][C:41]([NH:43][CH:44]([CH:50]([CH3:52])[CH3:51])[C:45]([O-:47])=[O:46])=[O:42])([CH3:39])([CH3:38])[CH3:37]. The catalyst class is: 3. (2) Reactant: [Cl:1][C:2]1[CH:7]=[CH:6][C:5]([C:8]2[C:12]([CH2:13][O:14][C:15]3[CH:23]=[CH:22][C:18]([C:19](O)=[O:20])=[CH:17][N:16]=3)=[C:11]([CH2:24][OH:25])[O:10][N:9]=2)=[CH:4][CH:3]=1.[NH2:26][C:27]([CH3:31])([CH3:30])[CH2:28][OH:29].O.ON1C2C=CC=CC=2N=N1.C(N(C(C)C)C(C)C)C.Cl.CN(C)CCCN=C=NCC. Product: [Cl:1][C:2]1[CH:7]=[CH:6][C:5]([C:8]2[C:12]([CH2:13][O:14][C:15]3[CH:23]=[CH:22][C:18]([C:19]([NH:26][C:27]([CH3:31])([CH3:30])[CH2:28][OH:29])=[O:20])=[CH:17][N:16]=3)=[C:11]([CH2:24][OH:25])[O:10][N:9]=2)=[CH:4][CH:3]=1. The catalyst class is: 1. (3) Reactant: [CH3:1][O:2][C:3](=[O:23])[CH:4]([N:6]1[C:14]2[C:9](=[CH:10][C:11]([O:15]CC3C=CC=CC=3)=[CH:12][CH:13]=2)[CH:8]=[CH:7]1)[CH3:5].C([O-])=O.[NH4+]. Product: [CH3:1][O:2][C:3](=[O:23])[CH:4]([N:6]1[C:14]2[C:9](=[CH:10][C:11]([OH:15])=[CH:12][CH:13]=2)[CH:8]=[CH:7]1)[CH3:5]. The catalyst class is: 261. (4) Reactant: [CH3:1][CH2:2][O:3][C:4](/[C:6](/Cl)=[N:7]\[OH:8])=[O:5].[CH2:10]([OH:13])[C:11]#[CH:12].CCN(CC)CC. Product: [OH:13][CH2:10][C:11]1[O:8][N:7]=[C:6]([C:4]([O:3][CH2:2][CH3:1])=[O:5])[CH:12]=1. The catalyst class is: 2. (5) Reactant: [N:1]1[N:2]([C:6]2[CH:7]=[C:8]([NH:12][C:13]3[C:18]([C:19](OCC)=[O:20])=[CH:17][N:16]=[C:15]([S:24][CH3:25])[N:14]=3)[CH:9]=[CH:10][CH:11]=2)[N:3]=[CH:4][CH:5]=1.C[N:27](C=O)C.C(N)=O.[O-]CC.[Na+]. Product: [N:1]1[N:2]([C:6]2[CH:7]=[C:8]([NH:12][C:13]3[C:18]([C:19]([NH2:27])=[O:20])=[CH:17][N:16]=[C:15]([S:24][CH3:25])[N:14]=3)[CH:9]=[CH:10][CH:11]=2)[N:3]=[CH:4][CH:5]=1. The catalyst class is: 6. (6) Reactant: C[O:2][C:3](=[O:20])[N:4]([CH2:15][C@@H:16](O)[CH2:17][OH:18])[CH2:5][C:6]1[CH:11]=[CH:10][CH:9]=[C:8]([CH:12]([CH3:14])[CH3:13])[CH:7]=1.[NH4+].[Cl-].O. Product: [OH:18][CH2:17][C@@H:16]1[O:20][C:3](=[O:2])[N:4]([CH2:5][C:6]2[CH:11]=[CH:10][CH:9]=[C:8]([CH:12]([CH3:13])[CH3:14])[CH:7]=2)[CH2:15]1. The catalyst class is: 430. (7) Reactant: CC[N:3](C(C)C)C(C)C.[CH2:10]([O:17][N:18]1[C:24](=[O:25])[N:23]2[CH2:26][C@H:19]1[CH2:20][CH2:21][C@H:22]2[C:27]([OH:29])=O)[C:11]1[CH:16]=[CH:15][CH:14]=[CH:13][CH:12]=1.CCN=C=NCCCN(C)C.C1C=CC2N(O)N=NC=2C=1.[NH4+].[Cl-]. Product: [CH2:10]([O:17][N:18]1[C:24](=[O:25])[N:23]2[CH2:26][C@H:19]1[CH2:20][CH2:21][C@H:22]2[C:27]([NH2:3])=[O:29])[C:11]1[CH:12]=[CH:13][CH:14]=[CH:15][CH:16]=1. The catalyst class is: 3. (8) Reactant: [Br:1][C:2]1[C:9]([O:10][CH3:11])=[CH:8][C:5]([CH:6]=[O:7])=[C:4]([F:12])[CH:3]=1.CC(=CC)C.Cl([O-])=[O:19].[Na+].P([O-])(O)(O)=O.[Na+]. Product: [Br:1][C:2]1[C:9]([O:10][CH3:11])=[CH:8][C:5]([C:6]([OH:19])=[O:7])=[C:4]([F:12])[CH:3]=1. The catalyst class is: 218. (9) Reactant: F[C:2]1[CH:7]=[CH:6][C:5]([C:8](=[O:10])[CH3:9])=[CH:4][C:3]=1[N+:11]([O-:13])=[O:12].[CH2:14]([NH:18][CH2:19][CH:20]([CH3:22])[CH3:21])[CH:15]([CH3:17])[CH3:16].C(=O)([O-])[O-].[Cs+].[Cs+]. The catalyst class is: 173. Product: [CH2:14]([N:18]([CH2:19][CH:20]([CH3:22])[CH3:21])[C:2]1[CH:7]=[CH:6][C:5]([C:8](=[O:10])[CH3:9])=[CH:4][C:3]=1[N+:11]([O-:13])=[O:12])[CH:15]([CH3:17])[CH3:16]. (10) Reactant: [NH2:1][C:2]1[CH:10]=[C:9]([N+:11]([O-:13])=[O:12])[CH:8]=[CH:7][C:3]=1[C:4](O)=[O:5].B.C1COCC1. Product: [NH2:1][C:2]1[CH:10]=[C:9]([N+:11]([O-:13])=[O:12])[CH:8]=[CH:7][C:3]=1[CH2:4][OH:5]. The catalyst class is: 1.